Task: Predict the reactants needed to synthesize the given product.. Dataset: Full USPTO retrosynthesis dataset with 1.9M reactions from patents (1976-2016) Given the product [F:39][C:40]1[CH:41]=[C:42]([CH:53]=[C:54]([O:56][CH3:57])[CH:55]=1)[CH2:43][C:2]1[C:10]2[C:9]([NH:11][C@H:12]([C:14]3[N:19]([C:20]4[CH:25]=[CH:24][CH:23]=[CH:22][CH:21]=4)[C:18](=[O:26])[C:17]4=[C:27]([CH3:30])[CH:28]=[CH:29][N:16]4[N:15]=3)[CH3:13])=[N:8][CH:7]=[N:6][C:5]=2[N:4]([CH2:31][O:32][CH2:33][CH2:34][Si:35]([CH3:38])([CH3:37])[CH3:36])[CH:3]=1, predict the reactants needed to synthesize it. The reactants are: Br[C:2]1[C:10]2[C:9]([NH:11][C@H:12]([C:14]3[N:19]([C:20]4[CH:25]=[CH:24][CH:23]=[CH:22][CH:21]=4)[C:18](=[O:26])[C:17]4=[C:27]([CH3:30])[CH:28]=[CH:29][N:16]4[N:15]=3)[CH3:13])=[N:8][CH:7]=[N:6][C:5]=2[N:4]([CH2:31][O:32][CH2:33][CH2:34][Si:35]([CH3:38])([CH3:37])[CH3:36])[CH:3]=1.[F:39][C:40]1[CH:41]=[C:42]([CH:53]=[C:54]([O:56][CH3:57])[CH:55]=1)[CH2:43]B1OC(C)(C)C(C)(C)O1.C(=O)([O-])[O-].[Na+].[Na+].